From a dataset of NCI-60 drug combinations with 297,098 pairs across 59 cell lines. Regression. Given two drug SMILES strings and cell line genomic features, predict the synergy score measuring deviation from expected non-interaction effect. (1) Drug 1: CC1C(C(=O)NC(C(=O)N2CCCC2C(=O)N(CC(=O)N(C(C(=O)O1)C(C)C)C)C)C(C)C)NC(=O)C3=C4C(=C(C=C3)C)OC5=C(C(=O)C(=C(C5=N4)C(=O)NC6C(OC(=O)C(N(C(=O)CN(C(=O)C7CCCN7C(=O)C(NC6=O)C(C)C)C)C)C(C)C)C)N)C. Drug 2: CN(CC1=CN=C2C(=N1)C(=NC(=N2)N)N)C3=CC=C(C=C3)C(=O)NC(CCC(=O)O)C(=O)O. Cell line: SR. Synergy scores: CSS=77.5, Synergy_ZIP=0.230, Synergy_Bliss=-1.09, Synergy_Loewe=-0.315, Synergy_HSA=2.86. (2) Drug 1: CCCCC(=O)OCC(=O)C1(CC(C2=C(C1)C(=C3C(=C2O)C(=O)C4=C(C3=O)C=CC=C4OC)O)OC5CC(C(C(O5)C)O)NC(=O)C(F)(F)F)O. Drug 2: C1CC(=O)NC(=O)C1N2C(=O)C3=CC=CC=C3C2=O. Synergy scores: CSS=43.7, Synergy_ZIP=0.697, Synergy_Bliss=-1.62, Synergy_Loewe=-22.0, Synergy_HSA=-2.08. Cell line: HL-60(TB). (3) Drug 1: CC1C(C(CC(O1)OC2CC(CC3=C2C(=C4C(=C3O)C(=O)C5=C(C4=O)C(=CC=C5)OC)O)(C(=O)CO)O)N)O.Cl. Drug 2: CCC1=CC2CC(C3=C(CN(C2)C1)C4=CC=CC=C4N3)(C5=C(C=C6C(=C5)C78CCN9C7C(C=CC9)(C(C(C8N6C)(C(=O)OC)O)OC(=O)C)CC)OC)C(=O)OC.C(C(C(=O)O)O)(C(=O)O)O. Cell line: SK-MEL-28. Synergy scores: CSS=15.9, Synergy_ZIP=-1.90, Synergy_Bliss=4.78, Synergy_Loewe=-4.89, Synergy_HSA=0.270.